Task: Predict the reaction yield, written as a fraction of the theoretical maximum amount of product (1.0 means a 100% yield; for example, 0.34 means a 34% yield).. Dataset: Reaction yield outcomes from USPTO patents with 853,638 reactions (1) The reactants are [C:1]([O:5][C:6]([N:8]1[C@@H:12]([CH2:13][CH2:14][OH:15])[CH2:11][O:10][C:9]1([CH3:17])[CH3:16])=[O:7])([CH3:4])([CH3:3])[CH3:2].[H-].[Na+].[CH2:20](Br)[C:21]1[CH:26]=[CH:25][CH:24]=[CH:23][CH:22]=1. The catalyst is C1COCC1.[I-].C([N+](CCCC)(CCCC)CCCC)CCC. The product is [C:1]([O:5][C:6]([N:8]1[C@@H:12]([CH2:13][CH2:14][O:15][CH2:20][C:21]2[CH:26]=[CH:25][CH:24]=[CH:23][CH:22]=2)[CH2:11][O:10][C:9]1([CH3:17])[CH3:16])=[O:7])([CH3:4])([CH3:3])[CH3:2]. The yield is 0.730. (2) The reactants are Br[C:2]1[CH:7]=[CH:6][CH:5]=[C:4]([Br:8])[N:3]=1.C([Li])CCC.CCCCCC.[CH3:20][N:21]1[CH2:26][CH2:25][CH:24]([C:27](N(C)OC)=[O:28])[CH2:23][CH2:22]1.[OH-].[Na+]. The catalyst is ClCCl. The product is [Br:8][C:4]1[CH:5]=[CH:6][CH:7]=[C:2]([C:27]([CH:24]2[CH2:25][CH2:26][N:21]([CH3:20])[CH2:22][CH2:23]2)=[O:28])[N:3]=1. The yield is 0.740. (3) The reactants are [Br:1][C:2]1[C:10]2[NH:9][CH:8]=[N:7][C:6]=2[C:5](Br)=[CH:4][C:3]=1[NH2:12].[CH3:13][Sn](C)(C)C.[CH:18](Cl)(Cl)Cl.C[N:23]([CH:25]=O)[CH3:24]. The catalyst is Cl[Pd](Cl)([P](C1C=CC=CC=1)(C1C=CC=CC=1)C1C=CC=CC=1)[P](C1C=CC=CC=1)(C1C=CC=CC=1)C1C=CC=CC=1. The product is [Br:1][C:2]1[C:10]2[NH:9][CH:8]=[N:7][C:6]=2[C:5]([CH3:13])=[CH:4][C:3]=1[NH2:12].[CH3:18][C:2]1[C:3]2[NH:12][CH:25]=[N:23][C:24]=2[C:5]([CH3:4])=[CH:6][C:10]=1[NH2:9]. The yield is 0.290. (4) The reactants are [Cl:1][C:2]1[N:7]=[C:6]([N+:8]([O-])=O)[C:5]([NH2:11])=[CH:4][CH:3]=1. The catalyst is [Ni].CO. The product is [Cl:1][C:2]1[N:7]=[C:6]([NH2:8])[C:5]([NH2:11])=[CH:4][CH:3]=1. The yield is 0.956. (5) The reactants are [F:1][C:2]1[CH:7]=[C:6]([F:8])[CH:5]=[CH:4][C:3]=1[NH:9][C:10](=[O:15])[CH2:11][CH2:12][C:13]#[CH:14].[O:16](C(OC(C)(C)C)=O)[C:17]([O:19][C:20]([CH3:23])([CH3:22])[CH3:21])=O. No catalyst specified. The product is [F:1][C:2]1[CH:7]=[C:6]([F:8])[CH:5]=[CH:4][C:3]=1[N:9]([C:10](=[O:15])[CH2:11][CH2:12][C:13]#[CH:14])[C:17](=[O:16])[O:19][C:20]([CH3:23])([CH3:22])[CH3:21]. The yield is 0.990. (6) The reactants are C[O:2][C:3](=O)[CH2:4][O:5][CH:6]1[CH2:9][N:8]([C:10]([O:12][C:13]([CH3:16])([CH3:15])[CH3:14])=[O:11])[CH2:7]1.[H-].[H-].[H-].[H-].[Li+].[Al+3]. The catalyst is C1COCC1. The product is [OH:2][CH2:3][CH2:4][O:5][CH:6]1[CH2:9][N:8]([C:10]([O:12][C:13]([CH3:16])([CH3:15])[CH3:14])=[O:11])[CH2:7]1. The yield is 0.770. (7) The reactants are [NH2:1][C:2]1[CH:7]=[CH:6][C:5]([C:8]2[CH:13]=[CH:12][C:11]([C:14](=[O:23])[CH2:15][C:16]([CH3:22])([CH3:21])[C:17]([O:19]C)=[O:18])=[CH:10][CH:9]=2)=[CH:4][CH:3]=1.Cl[C:25]1[NH:29][C:28]2[CH:30]=[CH:31][CH:32]=[CH:33][C:27]=2[N:26]=1.S1C2C=CC=CC=2N=C1NC1C=CC(C2C=CC(C(=O)CC(C)(C)C(O)=O)=CC=2)=CC=1. No catalyst specified. The product is [NH:26]1[C:27]2[CH:33]=[CH:32][CH:31]=[CH:30][C:28]=2[N:29]=[C:25]1[NH:1][C:2]1[CH:3]=[CH:4][C:5]([C:8]2[CH:13]=[CH:12][C:11]([C:14](=[O:23])[CH2:15][C:16]([CH3:21])([CH3:22])[C:17]([OH:19])=[O:18])=[CH:10][CH:9]=2)=[CH:6][CH:7]=1. The yield is 0.480. (8) The reactants are [CH3:1][C:2]1[C:7]([CH3:8])=[C:6]([CH3:9])[C:5]([CH3:10])=[C:4]([NH2:11])[C:3]=1[NH2:12].[OH:13][C@@H:14]([CH3:18])[C:15](O)=O.ClC1C=C(N=C=O)C=CC=1Cl. No catalyst specified. The product is [CH3:10][C:5]1[C:4]2[N:11]=[C:15]([C@@H:14]([OH:13])[CH3:18])[NH:12][C:3]=2[C:2]([CH3:1])=[C:7]([CH3:8])[C:6]=1[CH3:9]. The yield is 0.0320. (9) The reactants are [N:1]1[CH:6]=[CH:5][CH:4]=[C:3](/[CH:7]=[CH:8]/[CH2:9][CH:10]([OH:12])[CH3:11])[CH:2]=1.[C:13]1([CH3:23])[CH:18]=[CH:17][C:16]([S:19](Cl)(=[O:21])=[O:20])=[CH:15][CH:14]=1. The catalyst is N1C=CC=CC=1. The product is [C:13]1([CH3:23])[CH:18]=[CH:17][C:16]([S:19]([O:12][CH:10]([CH2:9]/[CH:8]=[CH:7]/[C:3]2[CH:2]=[N:1][CH:6]=[CH:5][CH:4]=2)[CH3:11])(=[O:21])=[O:20])=[CH:15][CH:14]=1. The yield is 0.601.